From a dataset of Forward reaction prediction with 1.9M reactions from USPTO patents (1976-2016). Predict the product of the given reaction. (1) Given the reactants [NH:1]1[C:9]2[C:4](=[CH:5][CH:6]=[CH:7][N:8]=2)[CH:3]=[CH:2]1.ClC1C=C(C=CC=1)C(OO)=[O:15], predict the reaction product. The product is: [NH:1]1[C:9]2=[N+:8]([O-:15])[CH:7]=[CH:6][CH:5]=[C:4]2[CH:3]=[CH:2]1. (2) Given the reactants [NH2:1][CH2:2][C:3]1[CH:4]=[C:5]([CH:10]([CH3:32])[C:11]([NH:13][CH2:14][C:15]2[C:16]([N:25]3[CH2:30][CH2:29][CH:28]([CH3:31])[CH2:27][CH2:26]3)=[N:17][C:18]([C:21]([F:24])([F:23])[F:22])=[CH:19][CH:20]=2)=[O:12])[CH:6]=[CH:7][C:8]=1[F:9].C(N(CC)CC)C.[CH3:40][S:41](Cl)(=[O:43])=[O:42], predict the reaction product. The product is: [F:9][C:8]1[CH:7]=[CH:6][C:5]([CH:10]([CH3:32])[C:11]([NH:13][CH2:14][C:15]2[C:16]([N:25]3[CH2:30][CH2:29][CH:28]([CH3:31])[CH2:27][CH2:26]3)=[N:17][C:18]([C:21]([F:24])([F:23])[F:22])=[CH:19][CH:20]=2)=[O:12])=[CH:4][C:3]=1[CH2:2][NH:1][S:41]([CH3:40])(=[O:43])=[O:42]. (3) Given the reactants [I:1][C:2]1[CH:10]=[CH:9][C:5]([C:6]([OH:8])=[O:7])=[CH:4][C:3]=1[N+:11]([O-:13])=[O:12].S(=O)(=O)(O)O.[CH3:19]O, predict the reaction product. The product is: [CH3:19][O:7][C:6](=[O:8])[C:5]1[CH:9]=[CH:10][C:2]([I:1])=[C:3]([N+:11]([O-:13])=[O:12])[CH:4]=1. (4) Given the reactants [H-].[Na+].[C:3]1([NH:9][C:10]2[CH:19]=[CH:18][C:13]([C:14]([O:16]C)=[O:15])=[CH:12][CH:11]=2)[CH:8]=[CH:7][CH:6]=[CH:5][CH:4]=1.[CH3:20]I, predict the reaction product. The product is: [CH3:20][N:9]([C:3]1[CH:8]=[CH:7][CH:6]=[CH:5][CH:4]=1)[C:10]1[CH:19]=[CH:18][C:13]([C:14]([OH:16])=[O:15])=[CH:12][CH:11]=1. (5) Given the reactants [N:1]([CH2:4][CH2:5][CH2:6][C:7]([C:10]1[O:16][C@H:15]2[N:12]([C:13](=[O:33])[C@@H:14]2[C@@H:17]([O:19]C(OCC2C=CC([N+]([O-])=O)=CC=2)=O)[CH3:18])[C:11]=1[C:34]([O:36]CC1C=CC([N+]([O-])=O)=CC=1)=[O:35])([CH3:9])[CH3:8])=[N+]=[N-].[H][H], predict the reaction product. The product is: [NH2:1][CH2:4][CH2:5][CH2:6][C:7]([C:10]1[O:16][C@H:15]2[N:12]([C:13](=[O:33])[C@@H:14]2[C@@H:17]([OH:19])[CH3:18])[C:11]=1[C:34]([OH:36])=[O:35])([CH3:8])[CH3:9].